From a dataset of Retrosynthesis with 50K atom-mapped reactions and 10 reaction types from USPTO. Predict the reactants needed to synthesize the given product. The reactants are: CC(C)OC(=O)Cl.CC(C)[C@H](N)C(=O)O. Given the product CC(C)OC(=O)N[C@H](C(=O)O)C(C)C, predict the reactants needed to synthesize it.